Dataset: Full USPTO retrosynthesis dataset with 1.9M reactions from patents (1976-2016). Task: Predict the reactants needed to synthesize the given product. (1) Given the product [CH3:1][C:2]1[CH:16]=[CH:15][C:5]([C:6]([NH:8][CH:9]([N:19]=[C:18]=[O:17])[C:10]([Cl:13])([Cl:12])[Cl:11])=[O:7])=[CH:4][CH:3]=1, predict the reactants needed to synthesize it. The reactants are: [CH3:1][C:2]1[CH:16]=[CH:15][C:5]([C:6]([NH:8][CH:9](Cl)[C:10]([Cl:13])([Cl:12])[Cl:11])=[O:7])=[CH:4][CH:3]=1.[O-:17][C:18]#[N:19].[K+]. (2) Given the product [OH:1][C:2]1[C:11]2[C:6](=[CH:7][CH:8]=[CH:9][CH:10]=2)[N:5]([NH:12][CH2:13][CH:14]([CH3:15])[CH3:16])[C:4](=[O:17])[C:3]=1[C:18]1[NH:23][C:22]2[CH:24]=[CH:25][C:26]([O:28][CH:32]([CH2:36][CH3:37])[C:33]([NH2:35])=[O:34])=[CH:27][C:21]=2[S:20](=[O:29])(=[O:30])[N:19]=1, predict the reactants needed to synthesize it. The reactants are: [OH:1][C:2]1[C:11]2[C:6](=[CH:7][CH:8]=[CH:9][CH:10]=2)[N:5]([NH:12][CH2:13][CH:14]([CH3:16])[CH3:15])[C:4](=[O:17])[C:3]=1[C:18]1[NH:23][C:22]2[CH:24]=[CH:25][C:26]([OH:28])=[CH:27][C:21]=2[S:20](=[O:30])(=[O:29])[N:19]=1.Cl[CH:32]([CH2:36][CH3:37])[C:33]([NH2:35])=[O:34].C(=O)([O-])[O-].[Cs+].[Cs+].Cl.